This data is from Forward reaction prediction with 1.9M reactions from USPTO patents (1976-2016). The task is: Predict the product of the given reaction. (1) Given the reactants [CH3:1][O:2][C:3]1[CH:8]=[CH:7][C:6]([S:9][CH2:10][CH2:11][NH2:12])=[CH:5][CH:4]=1.ClC(Cl)([O:16]C(=O)OC(Cl)(Cl)Cl)Cl.[CH2:25]([N:27]([CH2:30][CH3:31])[CH2:28][CH3:29])C.[C:32]([N:42]1CCCCC1)([O:34][CH2:35][C:36]1[CH:41]=[CH:40][CH:39]=[CH:38][CH:37]=1)=[O:33], predict the reaction product. The product is: [CH3:1][O:2][C:3]1[CH:8]=[CH:7][C:6]([S:9][CH2:10][CH2:11][NH:12][C:25]([N:27]2[CH2:30][CH2:31][N:42]([C:32]([O:34][CH2:35][C:36]3[CH:41]=[CH:40][CH:39]=[CH:38][CH:37]=3)=[O:33])[CH2:29][CH2:28]2)=[O:16])=[CH:5][CH:4]=1. (2) Given the reactants [Si](OCC[C:11]1[CH:27]=[N:26][C:14]2[S:15][C:16]3[CH:25]=[CH:24][CH:23]=[CH:22][C:17]=3[N:18]([CH2:19][O:20][CH3:21])[C:13]=2[N:12]=1)(C(C)(C)C)(C)C.[O:28]1CC[CH2:30][CH2:29]1, predict the reaction product. The product is: [CH3:21][O:20][CH2:19][N:18]1[C:17]2[CH:22]=[C:23]([CH2:30][CH2:29][OH:28])[CH:24]=[CH:25][C:16]=2[S:15][C:14]2[N:26]=[CH:27][CH:11]=[N:12][C:13]1=2. (3) Given the reactants [NH2:1][C:2]1[C:7]([F:8])=[CH:6][C:5]([OH:9])=[C:4]([F:10])[CH:3]=1.C(=O)(O)[O-].[Na+].[CH2:16]([O:23][C:24](=O)[O-:25])[C:17]1[CH:22]=[CH:21][CH:20]=[CH:19][CH:18]=1, predict the reaction product. The product is: [CH2:16]([O:23][C:24](=[O:25])[NH:1][C:2]1[CH:3]=[C:4]([F:10])[C:5]([OH:9])=[CH:6][C:7]=1[F:8])[C:17]1[CH:22]=[CH:21][CH:20]=[CH:19][CH:18]=1. (4) Given the reactants Br[C:2]1[CH:11]=[CH:10][C:9]2[N:8]=[CH:7][C:6]3[N:12]([CH3:23])[C:13](=[O:22])[N:14]([C:15]4[C:16]([CH3:21])=[N:17][N:18]([CH3:20])[CH:19]=4)[C:5]=3[C:4]=2[CH:3]=1.[CH3:24][N:25]1[C:33]2[C:28](=[CH:29][C:30](B3OC(C)(C)C(C)(C)O3)=[CH:31][CH:32]=2)[CH2:27][CH2:26]1, predict the reaction product. The product is: [CH3:20][N:18]1[CH:19]=[C:15]([N:14]2[C:5]3[C:4]4[CH:3]=[C:2]([C:30]5[CH:29]=[C:28]6[C:33](=[CH:32][CH:31]=5)[N:25]([CH3:24])[CH2:26][CH2:27]6)[CH:11]=[CH:10][C:9]=4[N:8]=[CH:7][C:6]=3[N:12]([CH3:23])[C:13]2=[O:22])[C:16]([CH3:21])=[N:17]1.